This data is from Reaction yield outcomes from USPTO patents with 853,638 reactions. The task is: Predict the reaction yield, written as a fraction of the theoretical maximum amount of product (1.0 means a 100% yield; for example, 0.34 means a 34% yield). The reactants are [Cl:1][C:2]1[N:10]([CH2:11][CH:12]=[CH2:13])[C:9]2[C:8](=[O:14])[N:7]([CH3:15])[C:6](=[O:16])[N:5](COCCOC)[C:4]=2[N:3]=1.Cl. The catalyst is O1CCOCC1.O. The product is [Cl:1][C:2]1[N:10]([CH2:11][CH:12]=[CH2:13])[C:9]2[C:8](=[O:14])[N:7]([CH3:15])[C:6](=[O:16])[NH:5][C:4]=2[N:3]=1. The yield is 0.680.